From a dataset of NCI-60 drug combinations with 297,098 pairs across 59 cell lines. Regression. Given two drug SMILES strings and cell line genomic features, predict the synergy score measuring deviation from expected non-interaction effect. (1) Drug 1: C1=CN(C(=O)N=C1N)C2C(C(C(O2)CO)O)O.Cl. Drug 2: N.N.Cl[Pt+2]Cl. Cell line: MDA-MB-435. Synergy scores: CSS=31.2, Synergy_ZIP=-5.44, Synergy_Bliss=0.201, Synergy_Loewe=-4.38, Synergy_HSA=4.11. (2) Drug 1: CC12CCC3C(C1CCC2=O)CC(=C)C4=CC(=O)C=CC34C. Drug 2: CC(CN1CC(=O)NC(=O)C1)N2CC(=O)NC(=O)C2. Cell line: DU-145. Synergy scores: CSS=62.4, Synergy_ZIP=-3.16, Synergy_Bliss=2.39, Synergy_Loewe=-4.61, Synergy_HSA=4.41. (3) Drug 1: C1=CC=C(C=C1)NC(=O)CCCCCCC(=O)NO. Drug 2: CC1C(C(CC(O1)OC2CC(CC3=C2C(=C4C(=C3O)C(=O)C5=C(C4=O)C(=CC=C5)OC)O)(C(=O)CO)O)N)O.Cl. Cell line: UACC-257. Synergy scores: CSS=51.9, Synergy_ZIP=-5.03, Synergy_Bliss=-2.03, Synergy_Loewe=0.625, Synergy_HSA=2.19. (4) Drug 1: C1=CN(C(=O)N=C1N)C2C(C(C(O2)CO)O)O.Cl. Drug 2: CS(=O)(=O)CCNCC1=CC=C(O1)C2=CC3=C(C=C2)N=CN=C3NC4=CC(=C(C=C4)OCC5=CC(=CC=C5)F)Cl. Cell line: UACC62. Synergy scores: CSS=13.5, Synergy_ZIP=-5.81, Synergy_Bliss=1.29, Synergy_Loewe=-11.1, Synergy_HSA=-0.669. (5) Drug 2: CC(C)(C#N)C1=CC(=CC(=C1)CN2C=NC=N2)C(C)(C)C#N. Drug 1: C1=C(C(=O)NC(=O)N1)F. Synergy scores: CSS=34.0, Synergy_ZIP=-16.2, Synergy_Bliss=-14.0, Synergy_Loewe=-13.3, Synergy_HSA=-13.1. Cell line: U251. (6) Drug 1: CC(CN1CC(=O)NC(=O)C1)N2CC(=O)NC(=O)C2. Drug 2: COC1=C2C(=CC3=C1OC=C3)C=CC(=O)O2. Cell line: SK-OV-3. Synergy scores: CSS=9.00, Synergy_ZIP=-1.61, Synergy_Bliss=1.22, Synergy_Loewe=0.791, Synergy_HSA=0.445. (7) Drug 1: CC12CCC3C(C1CCC2O)C(CC4=C3C=CC(=C4)O)CCCCCCCCCS(=O)CCCC(C(F)(F)F)(F)F. Drug 2: C1=NC2=C(N=C(N=C2N1C3C(C(C(O3)CO)O)F)Cl)N. Cell line: CCRF-CEM. Synergy scores: CSS=16.8, Synergy_ZIP=8.51, Synergy_Bliss=6.81, Synergy_Loewe=-74.7, Synergy_HSA=-13.0. (8) Drug 1: CNC(=O)C1=NC=CC(=C1)OC2=CC=C(C=C2)NC(=O)NC3=CC(=C(C=C3)Cl)C(F)(F)F. Drug 2: C#CCC(CC1=CN=C2C(=N1)C(=NC(=N2)N)N)C3=CC=C(C=C3)C(=O)NC(CCC(=O)O)C(=O)O. Cell line: M14. Synergy scores: CSS=-0.839, Synergy_ZIP=-1.73, Synergy_Bliss=-4.40, Synergy_Loewe=-4.80, Synergy_HSA=-4.88. (9) Drug 1: C1C(C(OC1N2C=NC3=C(N=C(N=C32)Cl)N)CO)O. Drug 2: CC1=C(C(CCC1)(C)C)C=CC(=CC=CC(=CC(=O)O)C)C. Cell line: HCT-15. Synergy scores: CSS=59.3, Synergy_ZIP=1.53, Synergy_Bliss=-1.74, Synergy_Loewe=-32.3, Synergy_HSA=-2.64.